From a dataset of Full USPTO retrosynthesis dataset with 1.9M reactions from patents (1976-2016). Predict the reactants needed to synthesize the given product. (1) Given the product [CH3:1][C:2]1[CH:7]=[CH:6][N:5]=[C:4]([CH:8]=[CH:9][C:10]2[C:18]3[C:13](=[CH:14][C:15]([NH:19][C:20]4[CH:28]=[CH:27][CH:26]=[CH:25][C:21]=4[C:22]([NH:42][CH2:41][C:36]4[CH:37]=[CH:38][CH:39]=[CH:40][N:35]=4)=[O:23])=[CH:16][CH:17]=3)[NH:12][N:11]=2)[CH:3]=1, predict the reactants needed to synthesize it. The reactants are: [CH3:1][C:2]1[CH:7]=[CH:6][N:5]=[C:4]([CH:8]=[CH:9][C:10]2[C:18]3[C:13](=[CH:14][C:15]([NH:19][C:20]4[CH:28]=[CH:27][CH:26]=[CH:25][C:21]=4[C:22](O)=[O:23])=[CH:16][CH:17]=3)[N:12](C3CCCCO3)[N:11]=2)[CH:3]=1.[N:35]1[CH:40]=[CH:39][CH:38]=[CH:37][C:36]=1[CH2:41][NH2:42]. (2) Given the product [C:35]([O:24][CH2:23][CH2:22][C:19]1[CH:20]=[CH:21][C:16]([C:13]2[CH:14]=[CH:15][C:10]([N:9]([C:3]3[CH:4]=[CH:5][C:6]([CH3:8])=[CH:7][C:2]=3[CH3:1])[C:25]3[C:30]([CH3:31])=[CH:29][C:28]([CH3:32])=[CH:27][C:26]=3[CH3:33])=[CH:11][CH:12]=2)=[CH:17][CH:18]=1)(=[O:34])[CH:36]=[CH2:37], predict the reactants needed to synthesize it. The reactants are: [CH3:1][C:2]1[CH:7]=[C:6]([CH3:8])[CH:5]=[CH:4][C:3]=1[N:9]([C:25]1[C:30]([CH3:31])=[CH:29][C:28]([CH3:32])=[CH:27][C:26]=1[CH3:33])[C:10]1[CH:15]=[CH:14][C:13]([C:16]2[CH:21]=[CH:20][C:19]([CH2:22][CH2:23][OH:24])=[CH:18][CH:17]=2)=[CH:12][CH:11]=1.[O:34]1C[CH2:37][CH2:36][CH2:35]1.ClCCC(Cl)=O.Cl. (3) Given the product [OH:29][CH:2]([CH2:33][OH:36])[CH2:1][N:4]1[C:13]([C:14]#[N:15])=[C:12]([C:16]2[CH:17]=[CH:18][CH:19]=[CH:20][CH:21]=2)[C:11]2[C:6](=[CH:7][CH:8]=[C:9]([O:22][CH3:23])[CH:10]=2)[C:5]1=[O:24], predict the reactants needed to synthesize it. The reactants are: [CH2:1]([N:4]1[C:13]([C:14]#[N:15])=[C:12]([C:16]2[CH:21]=[CH:20][CH:19]=[CH:18][CH:17]=2)[C:11]2[C:6](=[CH:7][CH:8]=[C:9]([O:22][CH3:23])[CH:10]=2)[C:5]1=[O:24])[CH:2]=C.C[N+]1([O-])CC[O:29]CC1.[C:33]([O-:36])(O)=O.[Na+].[O-]S([O-])=O.[Na+].[Na+]. (4) The reactants are: [OH:1][C:2]1[CH:9]=[CH:8][C:5]([CH:6]=[O:7])=[CH:4][CH:3]=1.[F:10][CH2:11][CH2:12]I.C([O-])([O-])=O.[K+].[K+]. Given the product [F:10][CH2:11][CH2:12][O:1][C:2]1[CH:9]=[CH:8][C:5]([CH:6]=[O:7])=[CH:4][CH:3]=1, predict the reactants needed to synthesize it. (5) Given the product [Cl:2][C:3]1[CH:4]=[N+:5]([O-:35])[CH:6]=[C:7]([Cl:34])[C:8]=1[CH2:9][C@@H:10]([C:19]1[CH:24]=[CH:23][C:22]([O:25][CH:26]([F:28])[F:27])=[C:21]([O:29][CH2:30][CH:31]2[CH2:33][CH2:32]2)[CH:20]=1)[O:11][C:12]([CH:14]1[N:18]([S:45]([C:42]2[CH:41]=[CH:40][C:39]([N+:36]([O-:38])=[O:37])=[CH:44][CH:43]=2)(=[O:46])=[O:47])[CH2:17][CH2:16][S:15]1)=[O:13], predict the reactants needed to synthesize it. The reactants are: Cl.[Cl:2][C:3]1[CH:4]=[N+:5]([O-:35])[CH:6]=[C:7]([Cl:34])[C:8]=1[CH2:9][C@@H:10]([C:19]1[CH:24]=[CH:23][C:22]([O:25][CH:26]([F:28])[F:27])=[C:21]([O:29][CH2:30][CH:31]2[CH2:33][CH2:32]2)[CH:20]=1)[O:11][C:12]([C@H:14]1[NH:18][CH2:17][CH2:16][S:15]1)=[O:13].[N+:36]([C:39]1[CH:44]=[CH:43][C:42]([S:45](Cl)(=[O:47])=[O:46])=[CH:41][CH:40]=1)([O-:38])=[O:37]. (6) Given the product [CH2:6]([PH:2](=[O:4])[OH:3])[CH2:7][CH2:8][CH2:9][CH2:10][CH3:11], predict the reactants needed to synthesize it. The reactants are: O.[PH2:2]([O-:4])=[O:3].[Na+].[CH2:6]=[CH:7][CH2:8][CH2:9][CH2:10][CH3:11].OO. (7) Given the product [Br:1][C:2]1[CH:3]=[CH:4][C:5]2[C:6]3[N:13]([CH2:14][CH:15]([CH3:17])[CH3:16])[C:18]([CH2:19][CH2:20][CH2:21][CH3:22])=[N:12][C:7]=3[CH:8]=[N:9][C:10]=2[CH:11]=1, predict the reactants needed to synthesize it. The reactants are: [Br:1][C:2]1[CH:11]=[C:10]2[C:5]([C:6]([NH:13][CH2:14][CH:15]([CH3:17])[CH3:16])=[C:7]([NH2:12])[CH:8]=[N:9]2)=[CH:4][CH:3]=1.[C:18](OC)(OC)(OC)[CH2:19][CH2:20][CH2:21][CH3:22].